From a dataset of Reaction yield outcomes from USPTO patents with 853,638 reactions. Predict the reaction yield, written as a fraction of the theoretical maximum amount of product (1.0 means a 100% yield; for example, 0.34 means a 34% yield). (1) The reactants are [C:1]1([OH:7])[CH:6]=[CH:5][CH:4]=[CH:3][CH:2]=1.C1C=CC(P(C2C=CC=CC=2)C2C=CC=CC=2)=CC=1.CCOC(/N=N/C(OCC)=O)=O.[CH3:39][O:40][C:41]1[N:46]=[CH:45][C:44]([CH2:47]O)=[CH:43][CH:42]=1. The catalyst is C1COCC1. The product is [CH3:39][O:40][C:41]1[CH:42]=[CH:43][C:44]([CH2:47][O:7][C:1]2[CH:6]=[CH:5][CH:4]=[CH:3][CH:2]=2)=[CH:45][N:46]=1. The yield is 0.490. (2) The reactants are [Cl:1][C:2]1[N:3]=[N:4][C:5]([O:8][C:9]2[CH:14]=[CH:13][C:12]([CH:15]=[O:16])=[CH:11][CH:10]=2)=[CH:6][CH:7]=1.[BH4-].[Na+].O. The catalyst is CO. The product is [Cl:1][C:2]1[N:3]=[N:4][C:5]([O:8][C:9]2[CH:14]=[CH:13][C:12]([CH2:15][OH:16])=[CH:11][CH:10]=2)=[CH:6][CH:7]=1. The yield is 0.760. (3) No catalyst specified. The yield is 0.820. The product is [Br:6][C:7]1[CH:8]=[N:9][CH:10]=[C:11]([C:12]#[N:14])[CH:15]=1. The reactants are P(Cl)(Cl)(Cl)=O.[Br:6][C:7]1[CH:8]=[N:9][CH:10]=[C:11]([CH:15]=1)[C:12]([NH2:14])=O. (4) The reactants are [Br:1][C:2]1[CH:9]=[CH:8][C:5]([C:6]#[N:7])=[C:4](F)[CH:3]=1.CO.[C:13](=O)([O-])[O-:14].[K+].[K+].C(Cl)Cl. The catalyst is CN(C=O)C.O.CCOCC. The product is [Br:1][C:2]1[CH:9]=[CH:8][C:5]([C:6]#[N:7])=[C:4]([O:14][CH3:13])[CH:3]=1. The yield is 0.955.